From a dataset of Peptide-MHC class II binding affinity with 134,281 pairs from IEDB. Regression. Given a peptide amino acid sequence and an MHC pseudo amino acid sequence, predict their binding affinity value. This is MHC class II binding data. (1) The peptide sequence is KSVPLEMLLINLTTI. The MHC is DRB5_0101 with pseudo-sequence DRB5_0101. The binding affinity (normalized) is 0.329. (2) The binding affinity (normalized) is 0.933. The MHC is HLA-DPA10201-DPB10101 with pseudo-sequence HLA-DPA10201-DPB10101. The peptide sequence is EKKYFAATQFEWLAA. (3) The peptide sequence is AYESYKFIPALEAAV. The MHC is HLA-DQA10401-DQB10402 with pseudo-sequence HLA-DQA10401-DQB10402. The binding affinity (normalized) is 0.608. (4) The peptide sequence is AEMLVLLENERTLDYYDS. The MHC is DRB1_0101 with pseudo-sequence DRB1_0101. The binding affinity (normalized) is 0.406. (5) The peptide sequence is GLRVVCAKYALA. The MHC is DRB1_1101 with pseudo-sequence DRB1_1101. The binding affinity (normalized) is 0.223. (6) The peptide sequence is GKAFATYTNAKRIVK. The MHC is DRB1_1201 with pseudo-sequence DRB1_1201. The binding affinity (normalized) is 0.217. (7) The peptide sequence is GKMYFNLIDTKCY. The MHC is DRB1_0101 with pseudo-sequence DRB1_0101. The binding affinity (normalized) is 0.302.